Dataset: Reaction yield outcomes from USPTO patents with 853,638 reactions. Task: Predict the reaction yield, written as a fraction of the theoretical maximum amount of product (1.0 means a 100% yield; for example, 0.34 means a 34% yield). The reactants are Cl[C:2]1[S:6][N:5]=[C:4]([C:7]2[CH:16]=[CH:15][C:14]3[C:9](=[CH:10][CH:11]=[CH:12][CH:13]=3)[N:8]=2)[N:3]=1.[N:17]1([C:23]([O:25][C:26]([CH3:29])([CH3:28])[CH3:27])=[O:24])[CH2:22][CH2:21][NH:20][CH2:19][CH2:18]1. The catalyst is C1COCC1.O. The product is [N:8]1[C:9]2[C:14](=[CH:13][CH:12]=[CH:11][CH:10]=2)[CH:15]=[CH:16][C:7]=1[C:4]1[N:3]=[C:2]([N:20]2[CH2:19][CH2:18][N:17]([C:23]([O:25][C:26]([CH3:29])([CH3:28])[CH3:27])=[O:24])[CH2:22][CH2:21]2)[S:6][N:5]=1. The yield is 0.670.